Dataset: Peptide-MHC class I binding affinity with 185,985 pairs from IEDB/IMGT. Task: Regression. Given a peptide amino acid sequence and an MHC pseudo amino acid sequence, predict their binding affinity value. This is MHC class I binding data. (1) The peptide sequence is KFFMVHSLK. The MHC is HLA-B51:01 with pseudo-sequence HLA-B51:01. The binding affinity (normalized) is 0.0847. (2) The peptide sequence is TMRTPLFPW. The MHC is HLA-A02:16 with pseudo-sequence HLA-A02:16. The binding affinity (normalized) is 0.0847.